This data is from Blood-brain barrier permeability classification from the B3DB database. The task is: Regression/Classification. Given a drug SMILES string, predict its absorption, distribution, metabolism, or excretion properties. Task type varies by dataset: regression for continuous measurements (e.g., permeability, clearance, half-life) or binary classification for categorical outcomes (e.g., BBB penetration, CYP inhibition). Dataset: b3db_classification. (1) The compound is CCOC(OCC)C(=O)OCC(=O)[C@]1(O)Cc2c(O)c3c(c(O)c2[C@@H](O[C@H]2C[C@H](N)[C@H](O)[C@H](C)O2)C1)C(=O)c1c(OC)cccc1C3=O. The result is 0 (does not penetrate BBB). (2) The molecule is C/C=C\C1O[C@]2(C(=O)COC(=O)c3ccncc3)CC[C@@]3(O1)[C@@H]1CCC4=CC(=O)CC[C@]4(C)[C@H]1[C@@H](O)C[C@]23C. The result is 1 (penetrates BBB). (3) The drug is CN[C@H]1Cc2ccccc2N(C)c2ccccc21. The result is 1 (penetrates BBB). (4) The compound is C[N+]1([O-])[C@H]2CC[C@H]1CC(OC(=O)[C@@H](CO)c1ccccc1)C2. The result is 1 (penetrates BBB).